Dataset: Forward reaction prediction with 1.9M reactions from USPTO patents (1976-2016). Task: Predict the product of the given reaction. (1) Given the reactants [C:1]([C:3]1[CH:8]=[CH:7][CH:6]=[CH:5][C:4]=1[C:9]1[CH:14]=[CH:13][C:12]([CH2:15][CH:16]([C:22](=O)[CH2:23][CH2:24][CH3:25])[C:17](OCC)=[O:18])=[CH:11][CH:10]=1)#[N:2].[N:27]1[N:28]=[C:29]([NH:32][CH:33]2[CH2:38][CH2:37][CH:36]([C:39]([O:41][CH2:42][CH3:43])=[O:40])[CH2:35][CH2:34]2)[NH:30][CH:31]=1.C(N(CC)C1C=CC=CC=1)C, predict the reaction product. The product is: [C:1]([C:3]1[CH:8]=[CH:7][CH:6]=[CH:5][C:4]=1[C:9]1[CH:10]=[CH:11][C:12]([CH2:15][C:16]2[C:17](=[O:18])[N:32]([C@H:33]3[CH2:34][CH2:35][C@H:36]([C:39]([O:41][CH2:42][CH3:43])=[O:40])[CH2:37][CH2:38]3)[C:29]3[N:28]([N:27]=[CH:31][N:30]=3)[C:22]=2[CH2:23][CH2:24][CH3:25])=[CH:13][CH:14]=1)#[N:2]. (2) Given the reactants [CH2:1]([O:8][C:9]1[C:21](=[O:22])[N:13]2[CH2:14][CH:15]3[CH2:20][CH2:19][N:18]([C:12]2=[N:11][C:10]=1[C:23]([OH:25])=O)[CH2:17][CH2:16]3)[C:2]1[CH:7]=[CH:6][CH:5]=[CH:4][CH:3]=1.Cl.[F:27][C:28]1[CH:33]=[CH:32][C:31]([CH2:34][NH2:35])=[C:30]([N:36]2[CH2:40][C:39]([CH3:42])([CH3:41])[N:38]([CH3:43])[S:37]2(=[O:45])=[O:44])[CH:29]=1.F[P-](F)(F)(F)(F)F.N1(OC(N(C)C)=[N+](C)C)C2N=CC=CC=2N=N1.C(N(C(C)C)CC)(C)C, predict the reaction product. The product is: [CH2:1]([O:8][C:9]1[C:21](=[O:22])[N:13]2[CH2:14][CH:15]3[CH2:20][CH2:19][N:18]([C:12]2=[N:11][C:10]=1[C:23]([NH:35][CH2:34][C:31]1[CH:32]=[CH:33][C:28]([F:27])=[CH:29][C:30]=1[N:36]1[CH2:40][C:39]([CH3:41])([CH3:42])[N:38]([CH3:43])[S:37]1(=[O:45])=[O:44])=[O:25])[CH2:17][CH2:16]3)[C:2]1[CH:3]=[CH:4][CH:5]=[CH:6][CH:7]=1.